Task: Predict which catalyst facilitates the given reaction.. Dataset: Catalyst prediction with 721,799 reactions and 888 catalyst types from USPTO (1) Reactant: C([N:4]1[C:12]2[C:7](=[CH:8][CH:9]=[C:10]([NH:13][C:14](=[O:28])[C:15]3[CH:20]=[CH:19][C:18](/[CH:21]=[CH:22]/[C:23]([F:26])([F:25])[F:24])=[CH:17][C:16]=3[CH3:27])[CH:11]=2)[CH2:6][CH2:5]1)(=O)C. Product: [F:26][C:23]([F:24])([F:25])/[CH:22]=[CH:21]/[C:18]1[CH:19]=[CH:20][C:15]([C:14]([NH:13][C:10]2[CH:11]=[C:12]3[C:7]([CH2:6][CH2:5][NH:4]3)=[CH:8][CH:9]=2)=[O:28])=[C:16]([CH3:27])[CH:17]=1. The catalyst class is: 240. (2) Reactant: [H-].[Na+].[F:3][C:4]([F:37])([F:36])[O:5][C:6]1[CH:11]=[CH:10][C:9](/[CH:12]=[CH:13]/[C:14]2[O:15][CH:16]=[C:17]([CH2:19][O:20][C:21]3[CH:26]=[CH:25][C:24]([CH2:27][CH2:28][CH2:29][CH2:30][C:31]4[N:32]=[N:33][NH:34][CH:35]=4)=[CH:23][CH:22]=3)[N:18]=2)=[CH:8][CH:7]=1.Br[CH2:39][C:40]([O:42][CH3:43])=[O:41]. Product: [CH3:43][O:42][C:40](=[O:41])[CH2:39][N:33]1[N:32]=[C:31]([CH2:30][CH2:29][CH2:28][CH2:27][C:24]2[CH:25]=[CH:26][C:21]([O:20][CH2:19][C:17]3[N:18]=[C:14](/[CH:13]=[CH:12]/[C:9]4[CH:10]=[CH:11][C:6]([O:5][C:4]([F:36])([F:3])[F:37])=[CH:7][CH:8]=4)[O:15][CH:16]=3)=[CH:22][CH:23]=2)[CH:35]=[N:34]1. The catalyst class is: 3. (3) Product: [NH2:1][C:2]1[N:10]=[CH:9][CH:8]=[CH:7][C:3]=1[C:4]([NH:24][CH3:22])=[O:6]. Reactant: [NH2:1][C:2]1[N:10]=[CH:9][CH:8]=[CH:7][C:3]=1[C:4]([OH:6])=O.Cl.CN.C(Cl)CCl.C1C=CC2N(O)N=[N:24][C:22]=2C=1.CCN(C(C)C)C(C)C. The catalyst class is: 3. (4) The catalyst class is: 5. Reactant: [I:1][C:2]1[CH:9]=[CH:8][C:5]([C:6]#[N:7])=[CH:4][C:3]=1[CH3:10].Cl.[NH2:12][OH:13].C(=O)(O)[O-].[Na+]. Product: [OH:13][N:12]=[C:6]([NH2:7])[C:5]1[CH:8]=[CH:9][C:2]([I:1])=[C:3]([CH3:10])[CH:4]=1.